From a dataset of Experimentally validated miRNA-target interactions with 360,000+ pairs, plus equal number of negative samples. Binary Classification. Given a miRNA mature sequence and a target amino acid sequence, predict their likelihood of interaction. (1) The miRNA is hsa-miR-3937 with sequence ACAGGCGGCUGUAGCAAUGGGGG. The protein sequence of the target gene is MGSVSNQQFAGGCAKAAEEAPEEAPEDAARAADEPQLLHGAGICKWFNVRMGFGFLSMTARAGVALDPPVDVFVHQSKLHMEGFRSLKEGEAVEFTFKKSAKGLESIRVTGPGGVFCIGSERRPKGKSMQKRRSKGDRCYNCGGLDHHAKECKLPPQPKKCHFCQSISHMVASCPLKAQQGPSAQGKPTYFREEEEEIHSPTLLPEAQN. Result: 0 (no interaction). (2) The miRNA is hsa-miR-4793-5p with sequence ACAUCCUGCUCCACAGGGCAGAGG. The protein sequence of the target gene is MEWVLAEALLSQSRDPRALLGALCQGEASAERVETLRFLLQRLEDEEARGSGGAGALPEAAREVAAGYLVPLLRSLRGRPAGGPDPSLQPRHRRRVLRAAGAALRSCVRLAGRPQLAAALAEEALRDLLAGWRAPGAEAAVEVLAAVGPCLRPREDGPLLERVAGTAVALALGGGGDGDEAGPAEDAAALVAGRLLPVLVQCGGAALRAVWGGLAAPGASLGSGRVEEKLLVLSALAEKLLPEPGGDRARGAREAGPDARRCWRFWRTVQAGLGQADALTRKRARYLLQRAVEVSAELGA.... Result: 0 (no interaction). (3) The miRNA is hsa-miR-4493 with sequence AGAAGGCCUUUCCAUCUCUGU. The protein sequence of the target gene is MLFPDDFSTWEQTFQELMQEEKPGAKWSLHLDKNIVPDGAALGWRQHQQTVLGRFQCSRCCRSWTSAQVMILCHMYPDTLKSQGQARMRIFGQKCQKCFGCQFETPKFSTEIIKRILNNLVNYILQRYYGHRKIALTSNASLGEKVTLDGPHDTRNCEACSLNSHGRCALAHKVKPPRSPSPLPKSSSPSKSCPPPPQTRNTDFGNKTFQDFGNRTFQGCREPPQREIEPPLFLFLSIAAFALFSLFTR. Result: 0 (no interaction).